Dataset: Full USPTO retrosynthesis dataset with 1.9M reactions from patents (1976-2016). Task: Predict the reactants needed to synthesize the given product. (1) Given the product [Br:24][C:25]1[CH:33]=[CH:32][C:31]([Cl:34])=[CH:30][C:26]=1[C:27]1[O:15][N:14]=[C:13]([CH2:12][N:8]2[C:9]3[C:5](=[C:4]([C:20]([F:22])([F:23])[F:21])[C:3]([C:1]#[N:2])=[CH:11][CH:10]=3)[CH:6]=[C:7]2[CH2:17][CH2:18][CH3:19])[N:16]=1, predict the reactants needed to synthesize it. The reactants are: [C:1]([C:3]1[C:4]([C:20]([F:23])([F:22])[F:21])=[C:5]2[C:9](=[CH:10][CH:11]=1)[N:8]([CH2:12][C:13](=[NH:16])[NH:14][OH:15])[C:7]([CH2:17][CH2:18][CH3:19])=[CH:6]2)#[N:2].[Br:24][C:25]1[CH:33]=[CH:32][C:31]([Cl:34])=[CH:30][C:26]=1[C:27](Cl)=O.C(N(CC)CC)C. (2) The reactants are: [C:1]([C:4]1[C:5](Cl)=[N:6][C:7]([S:33][CH3:34])=[CH:8][C:9]=1[NH:10][C:11]1[CH:16]=[CH:15][C:14]([N:17]2[CH2:22][CH2:21][N:20]([C:23]([O:25][C:26]([CH3:29])([CH3:28])[CH3:27])=[O:24])[CH2:19][CH2:18]2)=[CH:13][C:12]=1[S:30]([CH3:32])=[O:31])(=[O:3])[NH2:2].[NH3:36]. Given the product [NH2:36][C:5]1[C:4]([C:1](=[O:3])[NH2:2])=[C:9]([NH:10][C:11]2[CH:16]=[CH:15][C:14]([N:17]3[CH2:22][CH2:21][N:20]([C:23]([O:25][C:26]([CH3:28])([CH3:27])[CH3:29])=[O:24])[CH2:19][CH2:18]3)=[CH:13][C:12]=2[S:30]([CH3:32])=[O:31])[CH:8]=[C:7]([S:33][CH3:34])[N:6]=1, predict the reactants needed to synthesize it. (3) Given the product [C:1]([C:5]1[CH:6]=[C:7]([C:14]2[N:18]([CH2:19][CH:20]3[CH2:25][CH2:24][CH2:23][CH2:22][CH2:21]3)[C:17]([CH3:26])=[C:16]([C:27]([NH2:37])=[O:28])[CH:15]=2)[CH:8]=[C:9]([CH:11]2[CH2:13][CH2:12]2)[CH:10]=1)([CH3:2])([CH3:3])[CH3:4], predict the reactants needed to synthesize it. The reactants are: [C:1]([C:5]1[CH:6]=[C:7]([C:14]2[N:18]([CH2:19][CH:20]3[CH2:25][CH2:24][CH2:23][CH2:22][CH2:21]3)[C:17]([CH3:26])=[C:16]([C:27](O)=[O:28])[CH:15]=2)[CH:8]=[C:9]([CH:11]2[CH2:13][CH2:12]2)[CH:10]=1)([CH3:4])([CH3:3])[CH3:2].C(Cl)(C(Cl)=O)=O.C[N:37](C=O)C.